From a dataset of Catalyst prediction with 721,799 reactions and 888 catalyst types from USPTO. Predict which catalyst facilitates the given reaction. Reactant: [CH:1](=O)[C:2]1[C:3](=[CH:5][CH:6]=[CH:7][CH:8]=1)[OH:4].[NH2:10][C:11]1[N:16]=[CH:15][N:14]=[C:13]2[N:17]([CH:27]3[CH2:32][CH2:31][N:30]([C:33]([O:35][C:36]([CH3:39])([CH3:38])[CH3:37])=[O:34])[CH2:29][CH2:28]3)[N:18]=[C:19]([C:20]3[CH:25]=[CH:24][C:23]([NH2:26])=[CH:22][CH:21]=3)[C:12]=12. Product: [NH2:10][C:11]1[N:16]=[CH:15][N:14]=[C:13]2[N:17]([CH:27]3[CH2:32][CH2:31][N:30]([C:33]([O:35][C:36]([CH3:39])([CH3:38])[CH3:37])=[O:34])[CH2:29][CH2:28]3)[N:18]=[C:19]([C:20]3[CH:25]=[CH:24][C:23]([N:26]=[CH:1][C:2]4[CH:8]=[CH:7][CH:6]=[CH:5][C:3]=4[OH:4])=[CH:22][CH:21]=3)[C:12]=12. The catalyst class is: 8.